This data is from Peptide-MHC class I binding affinity with 185,985 pairs from IEDB/IMGT. The task is: Regression. Given a peptide amino acid sequence and an MHC pseudo amino acid sequence, predict their binding affinity value. This is MHC class I binding data. (1) The peptide sequence is EVCQATSQY. The MHC is HLA-A11:01 with pseudo-sequence HLA-A11:01. The binding affinity (normalized) is 0.213. (2) The peptide sequence is SQIETGTPF. The MHC is HLA-A02:01 with pseudo-sequence HLA-A02:01. The binding affinity (normalized) is 0.0847. (3) The peptide sequence is FMMSRRRLL. The MHC is HLA-A01:01 with pseudo-sequence HLA-A01:01. The binding affinity (normalized) is 0. (4) The peptide sequence is SILSPFLPLL. The MHC is HLA-A02:01 with pseudo-sequence HLA-A02:01. The binding affinity (normalized) is 0.581.